From a dataset of Retrosynthesis with 50K atom-mapped reactions and 10 reaction types from USPTO. Predict the reactants needed to synthesize the given product. (1) Given the product NCC(=O)N1CCN(c2ccc(-c3c[nH]c4cc(F)ccc34)cn2)CC1, predict the reactants needed to synthesize it. The reactants are: CC(C)(C)OC(=O)NCC(=O)N1CCN(c2ccc(-c3c[nH]c4cc(F)ccc34)cn2)CC1. (2) Given the product CCOC(=O)CNC(C)C, predict the reactants needed to synthesize it. The reactants are: CC(C)N.CCOC(=O)CCl.